From a dataset of Reaction yield outcomes from USPTO patents with 853,638 reactions. Predict the reaction yield, written as a fraction of the theoretical maximum amount of product (1.0 means a 100% yield; for example, 0.34 means a 34% yield). (1) The reactants are [Br:1][C:2]1[CH:7]=[CH:6][CH:5]=[C:4]([Br:8])[C:3]=1[OH:9].[C:10](=O)([O-])[O-].[K+].[K+].S(OC)(OC)(=O)=O. The catalyst is C(#N)C. The product is [Br:1][C:2]1[CH:7]=[CH:6][CH:5]=[C:4]([Br:8])[C:3]=1[O:9][CH3:10]. The yield is 0.960. (2) The product is [Br:1][C:2]1[CH:3]=[C:4]2[C:9](=[CH:10][CH:11]=1)[N:8]=[CH:7][C:6]([N+:12]([O-:14])=[O:13])=[C:5]2[C:15]([C:16]1[CH:21]=[CH:20][C:19]([C:22]([CH3:26])([CH3:25])[C:23]#[N:24])=[CH:18][CH:17]=1)=[O:29]. The catalyst is CC#N. The yield is 0.850. The reactants are [Br:1][C:2]1[CH:3]=[C:4]2[C:9](=[CH:10][CH:11]=1)[N:8]=[CH:7][C:6]([N+:12]([O-:14])=[O:13])=[C:5]2[CH2:15][C:16]1[CH:21]=[CH:20][C:19]([C:22]([CH3:26])([CH3:25])[C:23]#[N:24])=[CH:18][CH:17]=1.S([O-])([O-])(=[O:29])=S.[Na+].[Na+]. (3) The reactants are C(N)C1C=CC=CC=1.[NH:9]1[CH2:14][CH2:13][CH2:12][CH2:11][CH2:10]1.[C:15]([C:18]1[S:22][C:21]([N:23]2[CH2:27][CH2:26][N:25]([CH2:28][C:29]3[CH:37]=[CH:36][C:32]([C:33](O)=[O:34])=[CH:31][CH:30]=3)[C:24]2=[O:38])=[N:20][C:19]=1[CH3:39])(=[O:17])[CH3:16]. No catalyst specified. The product is [C:15]([C:18]1[S:22][C:21]([N:23]2[CH2:27][CH2:26][N:25]([CH2:28][C:29]3[CH:37]=[CH:36][C:32]([C:33]([N:9]4[CH2:14][CH2:13][CH2:12][CH2:11][CH2:10]4)=[O:34])=[CH:31][CH:30]=3)[C:24]2=[O:38])=[N:20][C:19]=1[CH3:39])(=[O:17])[CH3:16]. The yield is 0.540. (4) The reactants are [NH2:1][C:2]1[CH:7]=[C:6](Cl)[CH:5]=[CH:4][N:3]=1.[N+:9]([C:12]1[CH:17]=[CH:16][C:15]([OH:18])=[CH:14][CH:13]=1)([O-:11])=[O:10].C(N(CC)C(C)C)(C)C. The catalyst is CN1CCCC1=O. The product is [NH2:1][C:2]1[CH:7]=[C:6]([O:18][C:15]2[CH:16]=[CH:17][C:12]([N+:9]([O-:11])=[O:10])=[CH:13][CH:14]=2)[CH:5]=[CH:4][N:3]=1. The yield is 0.212. (5) The reactants are [NH:1]1[CH2:4][CH:3]([C:5]2[CH:6]=[CH:7][C:8]([NH:11][C:12]3[C:13](=[O:20])[N:14]([CH3:19])[CH:15]=[C:16](Br)[CH:17]=3)=[N:9][CH:10]=2)[CH2:2]1.[C:21]([O:24][CH2:25][C:26]1[C:31](B2OC(C)(C)C(C)(C)O2)=[CH:30][CH:29]=[CH:28][C:27]=1[N:41]1[CH2:53][CH2:52][N:44]2[C:45]3[CH2:46][CH2:47][CH2:48][CH2:49][C:50]=3[CH:51]=[C:43]2[C:42]1=[O:54])(=[O:23])[CH3:22].O1CCOCC1. The catalyst is C([O-])([O-])=O.[Na+].[Na+].COCCOC.C1C=CC([P]([Pd]([P](C2C=CC=CC=2)(C2C=CC=CC=2)C2C=CC=CC=2)([P](C2C=CC=CC=2)(C2C=CC=CC=2)C2C=CC=CC=2)[P](C2C=CC=CC=2)(C2C=CC=CC=2)C2C=CC=CC=2)(C2C=CC=CC=2)C2C=CC=CC=2)=CC=1. The product is [C:21]([O:24][CH2:25][C:26]1[C:27]([N:41]2[CH2:53][CH2:52][N:44]3[C:45]4[CH2:46][CH2:47][CH2:48][CH2:49][C:50]=4[CH:51]=[C:43]3[C:42]2=[O:54])=[CH:28][CH:29]=[CH:30][C:31]=1[C:16]1[CH:17]=[C:12]([NH:11][C:8]2[CH:7]=[CH:6][C:5]([CH:3]3[CH2:4][NH:1][CH2:2]3)=[CH:10][N:9]=2)[C:13](=[O:20])[N:14]([CH3:19])[CH:15]=1)(=[O:23])[CH3:22]. The yield is 0.400. (6) The reactants are [CH:1](=[O:4])[CH2:2][CH3:3].[CH:5](=[O:10])[CH2:6][CH:7]([CH3:9])[CH3:8].N1CCC[C@H]1C(O)=O. The catalyst is CN(C)C=O.C(OCC)C. The product is [OH:10][C@@H:5]([CH2:6][CH:7]([CH3:9])[CH3:8])[C@H:2]([CH3:3])[CH:1]=[O:4]. The yield is 0.880. (7) The reactants are B(OC(C)C)(OC(C)C)OC(C)C.Br[C:15]1[CH:20]=[CH:19][C:18]([S:21]([N:24]2[CH2:29][CH2:28][N:27]([CH3:30])[CH2:26][CH2:25]2)(=[O:23])=[O:22])=[CH:17][CH:16]=1.C([Li])CCC.[ClH:36].C(=O)([O-])[O-].[Na+].[Na+].[NH2:43][C:44]1[C:45]([C:51]([NH:53][CH2:54][CH2:55][C:56]2[S:57][CH:58]=[CH:59][CH:60]=2)=[O:52])=[N:46][C:47](Br)=[CH:48][N:49]=1. The catalyst is O1CCCC1.C1C=CC(P(C2C=CC=CC=2)[C-]2C=CC=C2)=CC=1.C1C=CC(P(C2C=CC=CC=2)[C-]2C=CC=C2)=CC=1.Cl[Pd]Cl.[Fe+2]. The product is [ClH:36].[NH2:43][C:44]1[C:45]([C:51]([NH:53][CH2:54][CH2:55][C:56]2[S:57][CH:58]=[CH:59][CH:60]=2)=[O:52])=[N:46][C:47]([C:15]2[CH:20]=[CH:19][C:18]([S:21]([N:24]3[CH2:29][CH2:28][N:27]([CH3:30])[CH2:26][CH2:25]3)(=[O:23])=[O:22])=[CH:17][CH:16]=2)=[CH:48][N:49]=1. The yield is 0.0600.